This data is from Full USPTO retrosynthesis dataset with 1.9M reactions from patents (1976-2016). The task is: Predict the reactants needed to synthesize the given product. (1) Given the product [Cl:1][C:2]1[CH:10]=[C:9]([F:11])[CH:8]=[CH:7][C:3]=1[C:4]([N:6]=[C:13]=[O:14])=[O:5], predict the reactants needed to synthesize it. The reactants are: [Cl:1][C:2]1[CH:10]=[C:9]([F:11])[CH:8]=[CH:7][C:3]=1[C:4]([NH2:6])=[O:5].C(Cl)(=O)[C:13](Cl)=[O:14]. (2) Given the product [CH3:18][N:19]1[C:23]2[CH:24]=[CH:25][CH:26]=[CH:27][C:22]=2[N:21]([CH:28]2[CH2:33][CH2:32][N:31]([C:15](=[O:17])[CH2:14][CH2:13][CH2:12][C:4]3[NH:3][C:2](=[O:1])[C:11]4[C:6](=[CH:7][CH:8]=[CH:9][CH:10]=4)[N:5]=3)[CH2:30][CH2:29]2)[C:20]1=[O:34], predict the reactants needed to synthesize it. The reactants are: [O:1]=[C:2]1[C:11]2[C:6](=[CH:7][CH:8]=[CH:9][CH:10]=2)[N:5]=[C:4]([CH2:12][CH2:13][CH2:14][C:15]([OH:17])=O)[NH:3]1.[CH3:18][N:19]1[C:23]2[CH:24]=[CH:25][CH:26]=[CH:27][C:22]=2[N:21]([CH:28]2[CH2:33][CH2:32][NH:31][CH2:30][CH2:29]2)[C:20]1=[O:34]. (3) Given the product [CH2:1]([N:3]1[C:9](=[O:10])[C:8]([CH3:11])([CH3:12])[C:7](=[O:13])[N:6]([CH3:14])[C:5]2[CH:15]=[C:16]([CH2:19][N:25]3[CH2:30][CH2:29][CH:28]([N:31]4[C:40]5[C:35](=[CH:36][CH:37]=[CH:38][CH:39]=5)[CH2:34][CH2:33][C:32]4=[O:41])[CH2:27][CH2:26]3)[CH:17]=[CH:18][C:4]1=2)[CH3:2], predict the reactants needed to synthesize it. The reactants are: [CH2:1]([N:3]1[C:9](=[O:10])[C:8]([CH3:12])([CH3:11])[C:7](=[O:13])[N:6]([CH3:14])[C:5]2[CH:15]=[C:16]([CH:19]=O)[CH:17]=[CH:18][C:4]1=2)[CH3:2].C(O)(=O)C.[NH:25]1[CH2:30][CH2:29][CH:28]([N:31]2[C:40]3[C:35](=[CH:36][CH:37]=[CH:38][CH:39]=3)[CH2:34][CH2:33][C:32]2=[O:41])[CH2:27][CH2:26]1.C(O[BH-](OC(=O)C)OC(=O)C)(=O)C.[Na+]. (4) Given the product [CH2:15]([C:14]1[N:13]=[C:12]([C:17]([NH2:19])=[O:18])[C:11]([NH:20][C:21]2[CH:22]=[CH:23][C:24]([N:27]3[CH2:28][CH2:29][CH:30]([N:33]4[CH2:38][CH2:37][N:36]([CH3:39])[CH2:35][CH2:34]4)[CH2:31][CH2:32]3)=[CH:25][CH:26]=2)=[N:10][C:9]=1[NH:8][C@@H:3]1[CH2:4][CH2:5][CH2:6][CH2:7][C@@H:2]1[NH:1][CH3:43])[CH3:16], predict the reactants needed to synthesize it. The reactants are: [NH2:1][C@H:2]1[CH2:7][CH2:6][CH2:5][CH2:4][C@H:3]1[NH:8][C:9]1[N:10]=[C:11]([NH:20][C:21]2[CH:26]=[CH:25][C:24]([N:27]3[CH2:32][CH2:31][CH:30]([N:33]4[CH2:38][CH2:37][N:36]([CH3:39])[CH2:35][CH2:34]4)[CH2:29][CH2:28]3)=[CH:23][CH:22]=2)[C:12]([C:17]([NH2:19])=[O:18])=[N:13][C:14]=1[CH2:15][CH3:16].N1(CO)C2C=CC=C[C:43]=2N=N1.C([O-])(=O)C.[Na+].C(O[BH-](OC(=O)C)OC(=O)C)(=O)C.[Na+]. (5) The reactants are: Br[C:2]1[CH:3]=[CH:4][C:5]2[O:9][CH:8]=[N:7][C:6]=2[C:10]=1[O:11][C:12]1[CH:17]=[CH:16][CH:15]=[CH:14][CH:13]=1.[CH3:18][N:19]1[CH:24]=[C:23](B2OC(C)(C)C(C)(C)O2)[C:22]2[CH:34]=[CH:35][N:36]([S:37]([C:40]3[CH:45]=[CH:44][C:43]([CH3:46])=[CH:42][CH:41]=3)(=[O:39])=[O:38])[C:21]=2[C:20]1=[O:47]. Given the product [CH3:18][N:19]1[CH:24]=[C:23]([C:2]2[CH:3]=[CH:4][C:5]3[O:9][CH:8]=[N:7][C:6]=3[C:10]=2[O:11][C:12]2[CH:17]=[CH:16][CH:15]=[CH:14][CH:13]=2)[C:22]2[CH:34]=[CH:35][N:36]([S:37]([C:40]3[CH:45]=[CH:44][C:43]([CH3:46])=[CH:42][CH:41]=3)(=[O:39])=[O:38])[C:21]=2[C:20]1=[O:47], predict the reactants needed to synthesize it. (6) Given the product [CH3:30][C:24]([CH3:31])([CH2:23][NH:22][C:2]1[C:11]2[C:6](=[CH:7][CH:8]=[CH:9][CH:10]=2)[N:5]=[CH:4][C:3]=1[N+:12]([O-:14])=[O:13])[C:25]([O:27][CH2:28][CH3:29])=[O:26], predict the reactants needed to synthesize it. The reactants are: Cl[C:2]1[C:11]2[C:6](=[CH:7][CH:8]=[CH:9][CH:10]=2)[N:5]=[CH:4][C:3]=1[N+:12]([O-:14])=[O:13].C(N(CC)CC)C.[NH2:22][CH2:23][C:24]([CH3:31])([CH3:30])[C:25]([O:27][CH2:28][CH3:29])=[O:26].C(=O)([O-])[O-].[K+].[K+].C(=O)(O)[O-].[Na+]. (7) Given the product [CH3:47][O:48][C:49]([C:51]1[N:52]([CH2:69][C:70]2[CH:75]=[CH:74][C:73]([C:76]([O:78][C:79]([CH3:82])([CH3:81])[CH3:80])=[O:77])=[CH:72][CH:71]=2)[C:53](=[O:68])[C:54]2[C:59]([C:60]=1[C:61]1[CH:66]=[CH:65][CH:64]=[CH:63][CH:62]=1)=[CH:58][C:57]([NH:101][C:97]1[N:96]=[C:95]([C:85]3[C:86]([C:89]4[CH:90]=[CH:91][CH:92]=[CH:93][CH:94]=4)=[N:87][O:88][C:84]=3[CH3:83])[CH:100]=[CH:99][N:98]=1)=[CH:56][CH:55]=2)=[O:50], predict the reactants needed to synthesize it. The reactants are: C1(P(C2C=CC=CC=2)C2C=CC3C(=CC=CC=3)C=2C2C3C(=CC=CC=3)C=CC=2P(C2C=CC=CC=2)C2C=CC=CC=2)C=CC=CC=1.[CH3:47][O:48][C:49]([C:51]1[N:52]([CH2:69][C:70]2[CH:75]=[CH:74][C:73]([C:76]([O:78][C:79]([CH3:82])([CH3:81])[CH3:80])=[O:77])=[CH:72][CH:71]=2)[C:53](=[O:68])[C:54]2[C:59]([C:60]=1[C:61]1[CH:66]=[CH:65][CH:64]=[CH:63][CH:62]=1)=[CH:58][C:57](Br)=[CH:56][CH:55]=2)=[O:50].[CH3:83][C:84]1[O:88][N:87]=[C:86]([C:89]2[CH:94]=[CH:93][CH:92]=[CH:91][CH:90]=2)[C:85]=1[C:95]1[CH:100]=[CH:99][N:98]=[C:97]([NH2:101])[N:96]=1.CC(C)([O-])C.[Na+].